From a dataset of Reaction yield outcomes from USPTO patents with 853,638 reactions. Predict the reaction yield, written as a fraction of the theoretical maximum amount of product (1.0 means a 100% yield; for example, 0.34 means a 34% yield). (1) The reactants are [NH2:1][C:2]1[N:7]=[CH:6][C:5]([N:8]2[CH2:11][CH:10]([OH:12])[CH2:9]2)=[CH:4][CH:3]=1.Br[C:14]1[C:15](=[O:22])[N:16]([CH3:21])[CH:17]=[C:18]([Br:20])[CH:19]=1.C(=O)([O-])[O-].[Cs+].[Cs+].CC1(C)C2C(=C(P(C3C=CC=CC=3)C3C=CC=CC=3)C=CC=2)OC2C(P(C3C=CC=CC=3)C3C=CC=CC=3)=CC=CC1=2. The catalyst is C1C=CC(/C=C/C(/C=C/C2C=CC=CC=2)=O)=CC=1.C1C=CC(/C=C/C(/C=C/C2C=CC=CC=2)=O)=CC=1.C1C=CC(/C=C/C(/C=C/C2C=CC=CC=2)=O)=CC=1.[Pd].[Pd].O1CCOCC1. The product is [Br:20][C:18]1[CH:19]=[C:14]([NH:1][C:2]2[CH:3]=[CH:4][C:5]([N:8]3[CH2:9][CH:10]([OH:12])[CH2:11]3)=[CH:6][N:7]=2)[C:15](=[O:22])[N:16]([CH3:21])[CH:17]=1. The yield is 0.400. (2) The reactants are [F:1][C:2]1[C:3]([O:43]C)=[CH:4][C:5]([CH2:38][C:39]([F:42])([F:41])[F:40])=[C:6]([C:8]2[N:13]=[C:12]3[N:14](C(OC(C)(C)C)=O)[N:15]=[C:16]([C:17](=[O:20])[NH:18][CH3:19])[C:11]3=[C:10]([NH:28][CH2:29][C:30]3[CH:35]=[CH:34][CH:33]=[CH:32][C:31]=3[NH:36][CH3:37])[N:9]=2)[CH:7]=1.[H-].[Na+].[S:47](Cl)(=[O:50])(=[O:49])[NH2:48].B(Br)(Br)Br. The yield is 0.320. The product is [F:1][C:2]1[C:3]([OH:43])=[CH:4][C:5]([CH2:38][C:39]([F:42])([F:41])[F:40])=[C:6]([C:8]2[N:13]=[C:12]3[NH:14][N:15]=[C:16]([C:17]([NH:18][CH3:19])=[O:20])[C:11]3=[C:10]([NH:28][CH2:29][C:30]3[CH:35]=[CH:34][CH:33]=[CH:32][C:31]=3[N:36]([CH3:37])[S:47](=[O:50])(=[O:49])[NH2:48])[N:9]=2)[CH:7]=1. The catalyst is C1COCC1. (3) The reactants are [Br:1][C:2]1[N:3]=[C:4]2[CH:10]=[CH:9][NH:8][C:5]2=[N:6][CH:7]=1.[H-].[Na+].[C:13]1([CH3:23])[CH:18]=[CH:17][C:16]([S:19](Cl)(=[O:21])=[O:20])=[CH:15][CH:14]=1.[OH-].[Na+]. The catalyst is CN(C=O)C. The product is [Br:1][C:2]1[N:3]=[C:4]2[CH:10]=[CH:9][N:8]([S:19]([C:16]3[CH:17]=[CH:18][C:13]([CH3:23])=[CH:14][CH:15]=3)(=[O:21])=[O:20])[C:5]2=[N:6][CH:7]=1. The yield is 0.970.